From a dataset of Forward reaction prediction with 1.9M reactions from USPTO patents (1976-2016). Predict the product of the given reaction. (1) Given the reactants [CH2:1]([N:8]([CH2:16][CH3:17])[C:9]1[N:10]=[N:11][C:12](I)=[CH:13][CH:14]=1)[C:2]1[CH:7]=[CH:6][CH:5]=[CH:4][CH:3]=1.[NH2:18][C:19]1[CH:20]=[C:21](B(O)O)[CH:22]=[CH:23][CH:24]=1.C(=O)([O-])[O-].[K+].[K+], predict the reaction product. The product is: [NH2:18][C:19]1[CH:24]=[C:23]([C:12]2[N:11]=[N:10][C:9]([N:8]([CH2:1][C:2]3[CH:7]=[CH:6][CH:5]=[CH:4][CH:3]=3)[CH2:16][CH3:17])=[CH:14][CH:13]=2)[CH:22]=[CH:21][CH:20]=1. (2) Given the reactants Cl.[C:2]([C:4]1[C:5](O)=[C:6]([C:10]2[N:20]=[CH:19][CH:18]=[CH:17][C:11]=2[C:12]([O:14][CH2:15][CH3:16])=[O:13])[CH:7]=[CH:8][CH:9]=1)#[N:3].CS([O:26][CH2:27][CH2:28][CH2:29][CH2:30][C:31]1[CH:36]=[C:35]([C:37]([CH3:40])([CH3:39])[CH3:38])[C:34]([O:41][CH2:42][O:43][CH3:44])=[C:33]([C:45]([CH3:48])([CH3:47])[CH3:46])[CH:32]=1)(=O)=O.C(=O)([O-])[O-].[K+].[K+], predict the reaction product. The product is: [C:2]([C:4]1[CH:5]=[C:6]([C:10]2[N:20]=[CH:19][CH:18]=[CH:17][C:11]=2[C:12]([O:14][CH2:15][CH3:16])=[O:13])[CH:7]=[CH:8][C:9]=1[O:26][CH2:27][CH2:28][CH2:29][CH2:30][C:31]1[CH:32]=[C:33]([C:45]([CH3:48])([CH3:47])[CH3:46])[C:34]([O:41][CH2:42][O:43][CH3:44])=[C:35]([C:37]([CH3:40])([CH3:39])[CH3:38])[CH:36]=1)#[N:3]. (3) Given the reactants [CH3:1][C:2]1[CH:3]=[C:4]([CH:8]([C:10]2[CH:15]=[CH:14][CH:13]=[C:12]([CH3:16])[CH:11]=2)O)[CH:5]=[CH:6][CH:7]=1.[BrH:17], predict the reaction product. The product is: [Br:17][CH:8]([C:10]1[CH:11]=[C:12]([CH3:16])[CH:13]=[CH:14][CH:15]=1)[C:4]1[CH:3]=[C:2]([CH3:1])[CH:7]=[CH:6][CH:5]=1. (4) Given the reactants [Cl:1][C:2]1[C:10]2[C:5](=[CH:6][CH:7]=[CH:8][CH:9]=2)[N:4]([C:11]2[N:15]([CH3:16])[N:14]=[C:13]([CH3:17])[C:12]=2[CH:18]=O)[N:3]=1.C(OP([CH2:28][C:29]([O:31]CC)=[O:30])(OCC)=O)C.[H-].[Na+].O, predict the reaction product. The product is: [Cl:1][C:2]1[C:10]2[C:5](=[CH:6][CH:7]=[CH:8][CH:9]=2)[N:4]([C:11]2[N:15]([CH3:16])[N:14]=[C:13]([CH3:17])[C:12]=2/[CH:18]=[CH:28]/[C:29]([OH:31])=[O:30])[N:3]=1. (5) The product is: [ClH:1].[NH2:2][C:3]1[N:8]=[CH:7][C:6](/[CH:9]=[CH:10]/[C:11]([N:34]([CH2:33][C:32]2[CH:35]=[CH:36][CH:37]=[C:29]([CH3:30])[C:31]=2[O:51][CH2:43][CH3:42])[CH3:28])=[O:13])=[CH:5][C:4]=1[CH2:14][N:15]1[CH2:20][CH2:19][N:18]([CH3:21])[CH2:17][CH2:16]1. Given the reactants [ClH:1].[NH2:2][C:3]1[N:8]=[CH:7][C:6](/[CH:9]=[CH:10]/[C:11]([OH:13])=O)=[CH:5][C:4]=1[CH2:14][N:15]1[CH2:20][CH2:19][N:18]([CH3:21])[CH2:17][CH2:16]1.Cl.CN1[CH2:30][C:29]2[CH:31]=[C:32](/[CH:35]=[CH:36]/[C:37](O)=O)[CH:33]=[N:34][C:28]=2NC(=O)C1.C[C:42]1[C:43]([O:51]CC)=C(C=CC=1)CCN.CNCC1C=CC2C(=CC=CC=2)C=1CCC, predict the reaction product.